Task: Predict the reaction yield, written as a fraction of the theoretical maximum amount of product (1.0 means a 100% yield; for example, 0.34 means a 34% yield).. Dataset: Reaction yield outcomes from USPTO patents with 853,638 reactions (1) The reactants are [C:1](Cl)(=[O:4])[CH:2]=[CH2:3].[NH2:6][C:7]1[C:8]([N:33]2[CH2:36][CH:35]([N:37]([CH3:39])[CH3:38])[CH2:34]2)=[CH:9][C:10]([O:31][CH3:32])=[C:11]([NH:13][C:14]2[N:19]=[C:18]([C:20]3[CH:21]=[N:22][N:23]4[CH:28]=[CH:27][CH:26]=[CH:25][C:24]=34)[C:17]([C:29]#[N:30])=[CH:16][N:15]=2)[CH:12]=1. The catalyst is C(Cl)Cl.CO. The product is [C:29]([C:17]1[C:18]([C:20]2[CH:21]=[N:22][N:23]3[CH:28]=[CH:27][CH:26]=[CH:25][C:24]=23)=[N:19][C:14]([NH:13][C:11]2[C:10]([O:31][CH3:32])=[CH:9][C:8]([N:33]3[CH2:36][CH:35]([N:37]([CH3:38])[CH3:39])[CH2:34]3)=[C:7]([NH:6][C:1](=[O:4])[CH:2]=[CH2:3])[CH:12]=2)=[N:15][CH:16]=1)#[N:30]. The yield is 0.890. (2) The reactants are [C:1]([C:3]1[C:4]([C:17]2[CH:22]=[CH:21][C:20]([O:23][C:24]3[CH:29]=[CH:28][CH:27]=[CH:26][CH:25]=3)=[CH:19][CH:18]=2)=[N:5][N:6]2[CH:11]=[C:10]([C:12](OCC)=[O:13])[CH:9]=[N:8][C:7]=12)#[N:2].[BH4-].[Na+]. The catalyst is C(Cl)Cl.CO. The product is [OH:13][CH2:12][CH:10]1[CH2:11][N:6]2[N:5]=[C:4]([C:17]3[CH:22]=[CH:21][C:20]([O:23][C:24]4[CH:29]=[CH:28][CH:27]=[CH:26][CH:25]=4)=[CH:19][CH:18]=3)[C:3]([C:1]#[N:2])=[C:7]2[NH:8][CH2:9]1. The yield is 1.00.